Dataset: Full USPTO retrosynthesis dataset with 1.9M reactions from patents (1976-2016). Task: Predict the reactants needed to synthesize the given product. (1) Given the product [C:31]([O:35][C:36]([N:38]1[CH2:43][CH2:42][CH:41]([CH:44]([C:7]2[S:6][C:10]([F:21])=[CH:9][CH:8]=2)[OH:45])[CH2:40][CH2:39]1)=[O:37])([CH3:34])([CH3:33])[CH3:32], predict the reactants needed to synthesize it. The reactants are: [Li]CCCC.[S:6]1[CH:10]=[CH:9][CH:8]=[CH:7]1.C1C=CC(S(N(S(C2C=CC=CC=2)(=O)=O)[F:21])(=O)=O)=CC=1.[C:31]([O:35][C:36]([N:38]1[CH2:43][CH2:42][CH:41]([CH:44]=[O:45])[CH2:40][CH2:39]1)=[O:37])([CH3:34])([CH3:33])[CH3:32].[NH4+].[Cl-]. (2) Given the product [OH:22][CH2:21][CH2:20][CH2:19][CH2:18][O:17][C:14]1[CH:15]=[C:16]2[C:11]([CH:10]=[CH:9][CH:8]=[C:7]2[CH2:6][CH2:5][NH:4][C:1](=[O:3])[CH3:2])=[CH:12][CH:13]=1, predict the reactants needed to synthesize it. The reactants are: [C:1]([NH:4][CH2:5][CH2:6][C:7]1[CH:8]=[CH:9][CH:10]=[C:11]2[C:16]=1[CH:15]=[C:14]([O:17][CH2:18][CH2:19][CH2:20][C:21](OCC)=[O:22])[CH:13]=[CH:12]2)(=[O:3])[CH3:2].[H-].[Al+3].[Li+].[H-].[H-].[H-].